Dataset: Peptide-MHC class II binding affinity with 134,281 pairs from IEDB. Task: Regression. Given a peptide amino acid sequence and an MHC pseudo amino acid sequence, predict their binding affinity value. This is MHC class II binding data. The peptide sequence is DIIEGPVKNVAVPLY. The MHC is DRB1_0802 with pseudo-sequence DRB1_0802. The binding affinity (normalized) is 0.449.